From a dataset of Reaction yield outcomes from USPTO patents with 853,638 reactions. Predict the reaction yield, written as a fraction of the theoretical maximum amount of product (1.0 means a 100% yield; for example, 0.34 means a 34% yield). (1) The reactants are C1COCC1.Br[C:7]1[CH:8]=[C:9]2[C:14](=[CH:15][CH:16]=1)[N:13]=[CH:12][CH:11]=[N:10]2.[N:17]1[CH:22]=[CH:21][CH:20]=[CH:19][C:18]=1[C:23]1[C:24](B(O)O)=[C:25]2[CH2:30][CH2:29][CH2:28][N:26]2[N:27]=1.C(=O)([O-])[O-].[K+].[K+]. The product is [N:17]1[CH:22]=[CH:21][CH:20]=[CH:19][C:18]=1[C:23]1[C:24]([C:7]2[CH:8]=[C:9]3[C:14](=[CH:15][CH:16]=2)[N:13]=[CH:12][CH:11]=[N:10]3)=[C:25]2[CH2:30][CH2:29][CH2:28][N:26]2[N:27]=1. The catalyst is C1C=CC(/C=C/C(/C=C/C2C=CC=CC=2)=O)=CC=1.C1C=CC(/C=C/C(/C=C/C2C=CC=CC=2)=O)=CC=1.C1C=CC(/C=C/C(/C=C/C2C=CC=CC=2)=O)=CC=1.[Pd].[Pd].CN(C=O)C.C1COCC1. The yield is 0.300. (2) The reactants are [CH3:1][O:2][C:3]1[CH:4]=[C:5]2[C:10](=[CH:11][CH:12]=1)[NH:9][C:8](=O)[CH:7]=[N:6]2.COC1C=C2C(N=CC(=O)N2)=CC=1.P(Cl)(Cl)([Cl:29])=O. No catalyst specified. The product is [Cl:29][C:8]1[CH:7]=[N:6][C:5]2[C:10](=[CH:11][CH:12]=[C:3]([O:2][CH3:1])[CH:4]=2)[N:9]=1. The yield is 0.350. (3) The reactants are [H-].[Na+].[Cl:3][C:4]1[C:5]([CH:16]=[O:17])=[CH:6][NH:7][C:8]=1[C:9]1[CH:14]=[CH:13][CH:12]=[CH:11][C:10]=1[F:15].C1OCCOCCOCCOCCOC1.Cl.[N:34]1[CH:39]=[CH:38][CH:37]=[C:36]([S:40](Cl)(=[O:42])=[O:41])[CH:35]=1. The catalyst is O1CCCC1.O. The product is [Cl:3][C:4]1[C:5]([CH:16]=[O:17])=[CH:6][N:7]([S:40]([C:36]2[CH:35]=[N:34][CH:39]=[CH:38][CH:37]=2)(=[O:42])=[O:41])[C:8]=1[C:9]1[CH:14]=[CH:13][CH:12]=[CH:11][C:10]=1[F:15]. The yield is 0.780. (4) The reactants are [C:1]([CH:3]([C:7]1[CH:12]=[CH:11][C:10]([C:13]([O:15][CH3:16])=[O:14])=[CH:9][C:8]=1[N+:17]([O-])=O)[C:4]([NH2:6])=[O:5])#[N:2]. The catalyst is C(O)C.[Pd]. The product is [NH2:17][C:8]1[CH:9]=[C:10]([C:13]([O:15][CH3:16])=[O:14])[CH:11]=[CH:12][C:7]=1[CH:3]([C:1]#[N:2])[C:4]([NH2:6])=[O:5]. The yield is 0.470. (5) The reactants are [Cl:1][C:2]1[CH:3]=[C:4]([NH:16][C:17]2[C:26]3[C:21](=[CH:22][C:23]([O:34][CH3:35])=[C:24]([O:27][CH:28]4[CH2:33][CH2:32][NH:31][CH2:30][CH2:29]4)[CH:25]=3)[N:20]=[CH:19][N:18]=2)[CH:5]=[CH:6][C:7]=1[O:8][CH2:9][C:10]1[CH:15]=[CH:14][CH:13]=[CH:12][N:11]=1.[C:36](O)(=[O:39])[CH2:37][OH:38].C(N(C(C)C)CC)(C)C.CN(C(ON1N=NC2C=CC=NC1=2)=[N+](C)C)C.F[P-](F)(F)(F)(F)F. The catalyst is ClCCl. The product is [Cl:1][C:2]1[CH:3]=[C:4]([NH:16][C:17]2[C:26]3[C:21](=[CH:22][C:23]([O:34][CH3:35])=[C:24]([O:27][CH:28]4[CH2:33][CH2:32][N:31]([C:37](=[O:38])[CH2:36][OH:39])[CH2:30][CH2:29]4)[CH:25]=3)[N:20]=[CH:19][N:18]=2)[CH:5]=[CH:6][C:7]=1[O:8][CH2:9][C:10]1[CH:15]=[CH:14][CH:13]=[CH:12][N:11]=1. The yield is 0.420. (6) The reactants are [C:1]([N:4]1[CH2:9][CH2:8][C:7]2[S:10][C:11]([C:13]3[CH:18]=[CH:17][C:16]([OH:19])=[CH:15][CH:14]=3)=[N:12][C:6]=2[CH2:5]1)(=[O:3])[CH3:2].[H-].[Na+].CC1C=CC(S(O[C@H:33]2[CH2:36][C@@H:35]([N:37]3[CH2:42][CH2:41][CH2:40][CH2:39][CH2:38]3)[CH2:34]2)(=O)=O)=CC=1. The catalyst is CN(C)C(=O)C.[Cl-].[Na+].O. The product is [C:1]([N:4]1[CH2:9][CH2:8][C:7]2[S:10][C:11]([C:13]3[CH:18]=[CH:17][C:16]([O:19][C@H:33]4[CH2:36][C@H:35]([N:37]5[CH2:42][CH2:41][CH2:40][CH2:39][CH2:38]5)[CH2:34]4)=[CH:15][CH:14]=3)=[N:12][C:6]=2[CH2:5]1)(=[O:3])[CH3:2]. The yield is 0.670. (7) The reactants are Cl[C:2]1[N:7]=[CH:6][C:5]([CH2:8][C:9]2[C:17]3[C:12](=[N:13][CH:14]=[CH:15][CH:16]=3)[N:11]([Si:18]([CH:25]([CH3:27])[CH3:26])([CH:22]([CH3:24])[CH3:23])[CH:19]([CH3:21])[CH3:20])[CH:10]=2)=[CH:4][CH:3]=1.[CH2:28]([NH2:35])[C:29]1[CH:34]=[CH:33][CH:32]=[CH:31][CH:30]=1.CC(C)([O-])C.[K+].C(P(C(C)(C)C)C1C=CC=CC=1C1C=CC=CC=1)(C)(C)C. The catalyst is C([O-])(=O)C.[Pd+2].C([O-])(=O)C.O.C1(C)C=CC=CC=1. The product is [CH2:28]([NH:35][C:2]1[CH:3]=[CH:4][C:5]([CH2:8][C:9]2[C:17]3[C:12](=[N:13][CH:14]=[CH:15][CH:16]=3)[N:11]([Si:18]([CH:25]([CH3:27])[CH3:26])([CH:22]([CH3:24])[CH3:23])[CH:19]([CH3:21])[CH3:20])[CH:10]=2)=[CH:6][N:7]=1)[C:29]1[CH:34]=[CH:33][CH:32]=[CH:31][CH:30]=1. The yield is 0.585. (8) The reactants are [NH2:1][CH:2]([CH2:15][C:16]1[CH:21]=[CH:20][C:19]([F:22])=[CH:18][CH:17]=1)[CH:3]([C:5]1[CH:10]=[CH:9][C:8]([C:11]([F:14])([F:13])[F:12])=[CH:7][CH:6]=1)[OH:4].[F:23][C:24]1[C:33]2[C:28](=[CH:29][CH:30]=[CH:31][CH:32]=2)[C:27]([C:34](O)=[O:35])=[CH:26][CH:25]=1.Cl.C(N=C=NCCCN(C)C)C.ON1C2C=CC=CC=2N=N1. The catalyst is C(#N)C.O. The product is [F:23][C:24]1[C:33]2[C:28](=[CH:29][CH:30]=[CH:31][CH:32]=2)[C:27]([C:34]([NH:1][CH:2]([CH2:15][C:16]2[CH:17]=[CH:18][C:19]([F:22])=[CH:20][CH:21]=2)[CH:3]([OH:4])[C:5]2[CH:10]=[CH:9][C:8]([C:11]([F:12])([F:13])[F:14])=[CH:7][CH:6]=2)=[O:35])=[CH:26][CH:25]=1. The yield is 0.620. (9) The reactants are [F:1][C:2]1([F:17])[CH2:7][CH2:6][C:5]([N:11]2[CH:15]=[C:14]([CH3:16])[N:13]=[CH:12]2)([C:8]([NH2:10])=O)[CH2:4][CH2:3]1.C1COCC1.[AlH4-].[Li+]. No catalyst specified. The product is [F:17][C:2]1([F:1])[CH2:3][CH2:4][C:5]([CH2:8][NH2:10])([N:11]2[CH:15]=[C:14]([CH3:16])[N:13]=[CH:12]2)[CH2:6][CH2:7]1. The yield is 0.470. (10) The reactants are O[CH:2]([C:31]1[CH:36]=[CH:35][CH:34]=[CH:33][CH:32]=1)[C:3]1[C:11]2[O:10][CH2:9][CH:8]([C:12]3[CH:17]=[CH:16][C:15]([CH:18]([CH3:20])[CH3:19])=[CH:14][CH:13]=3)[C:7]=2[C:6]([CH3:21])=[C:5]([NH:22][C:23](=[O:29])[CH2:24][C:25]([CH3:28])([CH3:27])[CH3:26])[C:4]=1[CH3:30]. The catalyst is [Pd].C(O)(=O)C. The product is [CH2:2]([C:3]1[C:11]2[O:10][CH2:9][CH:8]([C:12]3[CH:13]=[CH:14][C:15]([CH:18]([CH3:20])[CH3:19])=[CH:16][CH:17]=3)[C:7]=2[C:6]([CH3:21])=[C:5]([NH:22][C:23](=[O:29])[CH2:24][C:25]([CH3:28])([CH3:27])[CH3:26])[C:4]=1[CH3:30])[C:31]1[CH:32]=[CH:33][CH:34]=[CH:35][CH:36]=1. The yield is 0.670.